From a dataset of Full USPTO retrosynthesis dataset with 1.9M reactions from patents (1976-2016). Predict the reactants needed to synthesize the given product. Given the product [C:1]12([NH:11][C:12]([N:14]3[C:22]4[C:17](=[CH:18][CH:19]=[CH:20][CH:21]=4)[CH2:16][CH2:15]3)=[O:13])[CH2:10][CH:5]3[CH2:6][CH:7]([CH2:9][CH:3]([CH2:4]3)[CH2:2]1)[CH2:8]2, predict the reactants needed to synthesize it. The reactants are: [C:1]12([N:11]=[C:12]=[O:13])[CH2:10][CH:5]3[CH2:6][CH:7]([CH2:9][CH:3]([CH2:4]3)[CH2:2]1)[CH2:8]2.[NH:14]1[C:22]2[C:17](=[CH:18][CH:19]=[CH:20][CH:21]=2)[CH2:16][CH2:15]1.CCN(CC)CC.